Dataset: Forward reaction prediction with 1.9M reactions from USPTO patents (1976-2016). Task: Predict the product of the given reaction. Given the reactants C(N(C(C)C)CC)(C)C.[Cl:10][C:11]1[CH:12]=[CH:13][C:14]2[N:19]=[C:18]([C:20]3[C:29]4[C:24](=[CH:25][CH:26]=[CH:27][CH:28]=4)[CH:23]=[CH:22][CH:21]=3)[O:17][C:16](=[O:30])[C:15]=2[CH:31]=1.[NH2:32][C:33]1([CH2:38][OH:39])[CH2:37][CH2:36][CH2:35][CH2:34]1, predict the reaction product. The product is: [Cl:10][C:11]1[CH:12]=[CH:13][C:14]([NH:19][C:18]([C:20]2[C:29]3[C:24](=[CH:25][CH:26]=[CH:27][CH:28]=3)[CH:23]=[CH:22][CH:21]=2)=[O:17])=[C:15]([C:16]([NH:32][C:33]2([CH2:38][OH:39])[CH2:37][CH2:36][CH2:35][CH2:34]2)=[O:30])[CH:31]=1.